Regression/Classification. Given a drug SMILES string, predict its toxicity properties. Task type varies by dataset: regression for continuous values (e.g., LD50, hERG inhibition percentage) or binary classification for toxic/non-toxic outcomes (e.g., AMES mutagenicity, cardiotoxicity, hepatotoxicity). Dataset: herg_karim. From a dataset of hERG potassium channel inhibition data for cardiac toxicity prediction from Karim et al.. (1) The result is 0 (non-blocker). The drug is CCC(O)(c1cn(Cc2ccc3c(-c4cccc(F)c4)c(C(N)=O)sc3c2)nn1)C(F)(F)F. (2) The drug is CCCCCCCSc1nc(N)cc(=O)[nH]1. The result is 0 (non-blocker). (3) The compound is Cc1ncoc1-c1nnc(SCCCN2CC[C@]3(C[C@@H]3c3cc(Cl)cc(Cl)c3)C2)n1C. The result is 1 (blocker). (4) The drug is CCN(CC)Cc1csc(-c2cn(CC3CCOCC3)c3c(F)cccc23)n1. The result is 1 (blocker). (5) The molecule is O=C(Nc1ccc(F)cn1)[C@H](COCCO)Oc1ncnc2c1cnn2-c1c(F)cccc1Cl. The result is 0 (non-blocker). (6) The result is 1 (blocker). The molecule is Cc1cc(O[C@H](CCCCNCc2ccc(F)cc2)C(=O)NO)cc(C)c1F. (7) The drug is O=C(NC1CCc2ccc(CCN3CCN(c4nsc5ccccc45)CC3)cc21)c1ccc(F)cc1. The result is 1 (blocker). (8) The molecule is CC(=O)NCCc1ccccc1-c1ccc([C@@H](CN)Cc2ccc(OCCOc3c(Cl)cc(C)cc3Cl)cc2)c(C)c1.Cl. The result is 1 (blocker).